This data is from Full USPTO retrosynthesis dataset with 1.9M reactions from patents (1976-2016). The task is: Predict the reactants needed to synthesize the given product. (1) Given the product [F:2][C:3]1[CH:11]=[C:10]2[C:6]([C:7]([C:21]3[CH:22]=[N:23][N:24]([CH:26]4[CH2:31][CH2:30][N:29]([CH3:32])[CH2:28][CH2:27]4)[CH:25]=3)=[CH:8][N:9]2[S:12]([C:15]2[CH:16]=[CH:17][CH:18]=[CH:19][CH:20]=2)(=[O:13])=[O:14])=[CH:5][CH:4]=1, predict the reactants needed to synthesize it. The reactants are: Cl.[F:2][C:3]1[CH:11]=[C:10]2[C:6]([C:7]([C:21]3[CH:22]=[N:23][N:24]([CH:26]4[CH2:31][CH2:30][NH:29][CH2:28][CH2:27]4)[CH:25]=3)=[CH:8][N:9]2[S:12]([C:15]2[CH:20]=[CH:19][CH:18]=[CH:17][CH:16]=2)(=[O:14])=[O:13])=[CH:5][CH:4]=1.[CH3:32]CN(CC)CC.C=O.[BH-](OC(C)=O)(OC(C)=O)OC(C)=O.[Na+]. (2) Given the product [N:1]1([C:7]2[O:11][C:10]([NH:12][C:13]([N:35]3[CH2:36][CH2:37][N:32]([C:30]4[S:29][N:28]=[C:27]([C:21]5[CH:26]=[CH:25][CH:24]=[CH:23][CH:22]=5)[N:31]=4)[CH2:33][CH2:34]3)=[O:20])=[N:9][N:8]=2)[CH2:2][CH2:3][O:4][CH2:5][CH2:6]1, predict the reactants needed to synthesize it. The reactants are: [N:1]1([C:7]2[O:11][C:10]([NH:12][C:13](=[O:20])OCC(Cl)(Cl)Cl)=[N:9][N:8]=2)[CH2:6][CH2:5][O:4][CH2:3][CH2:2]1.[C:21]1([C:27]2[N:31]=[C:30]([N:32]3[CH2:37][CH2:36][NH:35][CH2:34][CH2:33]3)[S:29][N:28]=2)[CH:26]=[CH:25][CH:24]=[CH:23][CH:22]=1.C(N(C(C)C)CC)(C)C.O. (3) Given the product [C:19]([O:11][CH:9]([C:5]([CH2:1][CH2:2][CH2:3][CH3:4])([CH3:12])[CH:6]([O:8][C:32](=[O:28])[C:31]1[CH:16]=[CH:15][CH:14]=[CH:29][CH:30]=1)[CH3:7])[CH3:10])(=[O:26])[C:20]1[CH:25]=[CH:24][CH:23]=[CH:22][CH:21]=1, predict the reactants needed to synthesize it. The reactants are: [CH2:1]([C:5]([CH3:12])([CH:9]([OH:11])[CH3:10])[CH:6]([OH:8])[CH3:7])[CH2:2][CH2:3][CH3:4].N1C=C[CH:16]=[CH:15][CH:14]=1.[C:19](Cl)(=[O:26])[C:20]1[CH:25]=[CH:24][CH:23]=[CH:22][CH:21]=1.[O:28]1[CH2:32][CH2:31][CH2:30][CH2:29]1.